From a dataset of Catalyst prediction with 721,799 reactions and 888 catalyst types from USPTO. Predict which catalyst facilitates the given reaction. Reactant: [NH:1]1[C:9]2[C:4](=[CH:5][CH:6]=[CH:7][CH:8]=2)[CH:3]=[CH:2]1.[H-].[Na+].Br[CH:13]([CH3:18])[C:14]([O:16][CH3:17])=[O:15]. Product: [N:1]1([CH:13]([CH3:18])[C:14]([O:16][CH3:17])=[O:15])[C:9]2[C:4](=[CH:5][CH:6]=[CH:7][CH:8]=2)[CH:3]=[CH:2]1. The catalyst class is: 18.